Dataset: Full USPTO retrosynthesis dataset with 1.9M reactions from patents (1976-2016). Task: Predict the reactants needed to synthesize the given product. (1) Given the product [CH2:1]([C:7]1[C:8](=[O:12])[CH2:9][CH2:10][CH:11]=1)[CH2:2][CH2:3][CH2:4][CH2:5][CH3:6], predict the reactants needed to synthesize it. The reactants are: [CH:1](=[C:7]1[CH2:11][CH2:10][CH2:9][C:8]1=[O:12])[CH2:2][CH2:3][CH2:4][CH2:5][CH3:6].BrBr. (2) Given the product [CH3:22][O:23][C:24](=[O:42])[C:25]([N:27]1[CH:31]=[C:30]([C:2]2[CH:3]=[C:4]3[C:10]([CH:11]([C:13]4[C:18]([Cl:19])=[CH:17][CH:16]=[C:15]([F:20])[C:14]=4[Cl:21])[CH3:12])=[CH:9][NH:8][C:5]3=[N:6][CH:7]=2)[CH:29]=[N:28]1)([CH3:41])[CH3:26], predict the reactants needed to synthesize it. The reactants are: Br[C:2]1[CH:3]=[C:4]2[C:10]([CH:11]([C:13]3[C:18]([Cl:19])=[CH:17][CH:16]=[C:15]([F:20])[C:14]=3[Cl:21])[CH3:12])=[CH:9][NH:8][C:5]2=[N:6][CH:7]=1.[CH3:22][O:23][C:24](=[O:42])[C:25]([CH3:41])([N:27]1[CH:31]=[C:30](B2OC(C)(C)C(C)(C)O2)[CH:29]=[N:28]1)[CH3:26]. (3) Given the product [O:12]=[C:8]1[CH2:7][CH2:6][CH2:5][C:4]2[CH:3]=[C:2]([O:1][C:14]3[CH:22]=[CH:21][C:17]([C:18]([NH2:20])=[O:19])=[CH:16][N:15]=3)[CH:11]=[CH:10][C:9]1=2, predict the reactants needed to synthesize it. The reactants are: [OH:1][C:2]1[CH:3]=[C:4]2[C:9](=[CH:10][CH:11]=1)[C:8](=[O:12])[CH2:7][CH2:6][CH2:5]2.Cl[C:14]1[CH:22]=[CH:21][C:17]([C:18]([NH2:20])=[O:19])=[CH:16][N:15]=1.C([O-])([O-])=O.[K+].[K+]. (4) Given the product [O:22]1[CH2:23][CH2:24][N:19]([CH2:18][CH2:17][N:5]([C:6]2[CH:10]=[CH:9][S:8][C:7]=2[C:11]([O:13][CH3:14])=[O:12])[S:2]([CH3:1])(=[O:3])=[O:4])[CH2:20][CH2:21]1, predict the reactants needed to synthesize it. The reactants are: [CH3:1][S:2]([NH:5][C:6]1[CH:10]=[CH:9][S:8][C:7]=1[C:11]([O:13][CH3:14])=[O:12])(=[O:4])=[O:3].Cl.Cl[CH2:17][CH2:18][N:19]1[CH2:24][CH2:23][O:22][CH2:21][CH2:20]1.C(=O)([O-])[O-].[K+].[K+].C(Cl)Cl.CO. (5) Given the product [CH2:13]([O:15][C:16]([C:18]1([CH3:1])[CH2:23][CH2:22][N:21]([C:24]([O:26][C:27]([CH3:29])([CH3:28])[CH3:30])=[O:25])[CH2:20][CH2:19]1)=[O:17])[CH3:14], predict the reactants needed to synthesize it. The reactants are: [CH2:1]([Li])CCC.C(NC(C)C)(C)C.[CH2:13]([O:15][C:16]([CH:18]1[CH2:23][CH2:22][N:21]([C:24]([O:26][C:27]([CH3:30])([CH3:29])[CH3:28])=[O:25])[CH2:20][CH2:19]1)=[O:17])[CH3:14].CI.[Cl-].[NH4+]. (6) Given the product [Cl:1][C:2]1[CH:7]=[C:6]([Cl:8])[CH:5]=[CH:4][C:3]=1[N:9]1[C:14]2=[N:15][C:16]3[CH:21]=[CH:20][CH:19]=[C:18]([CH2:22][N:24]([CH3:26])[CH3:25])[C:17]=3[N:13]2[CH2:12][CH2:11][CH2:10]1, predict the reactants needed to synthesize it. The reactants are: [Cl:1][C:2]1[CH:7]=[C:6]([Cl:8])[CH:5]=[CH:4][C:3]=1[N:9]1[C:14]2=[N:15][C:16]3[C:17](=[C:18]([C:22]([N:24]([CH3:26])[CH3:25])=O)[CH:19]=[CH:20][CH:21]=3)[N:13]2[CH2:12][CH2:11][CH2:10]1.[B].O1CCCC1.[Cl-].[NH4+].